This data is from Forward reaction prediction with 1.9M reactions from USPTO patents (1976-2016). The task is: Predict the product of the given reaction. (1) Given the reactants [CH3:1][C:2]1[CH:7]=[CH:6][C:5]([S:8]([O:11][CH2:12][CH:13]2[CH2:17][C:16]3[CH:18]=[CH:19][CH:20]=[C:21](Br)[C:15]=3[O:14]2)(=[O:10])=[O:9])=[CH:4][CH:3]=1.[Cl:23][C:24]1[CH:29]=[C:28]([Cl:30])[CH:27]=[CH:26][C:25]=1B(O)O.C(=O)([O-])[O-].[K+].[K+].CC1C=CC(S(OCC2CC3C(C4C=CC=CC=4)=CC=CC=3O2)(=O)=O)=CC=1, predict the reaction product. The product is: [CH3:1][C:2]1[CH:7]=[CH:6][C:5]([S:8]([O:11][CH2:12][CH:13]2[CH2:17][C:16]3[CH:18]=[CH:19][CH:20]=[C:21]([C:27]4[CH:26]=[CH:25][C:24]([Cl:23])=[CH:29][C:28]=4[Cl:30])[C:15]=3[O:14]2)(=[O:10])=[O:9])=[CH:4][CH:3]=1. (2) Given the reactants C(O[C:4](=[N:6][C:7](=O)[C:8]1[CH:13]=[CH:12][C:11]([Cl:14])=[CH:10][CH:9]=1)[CH3:5])C.Cl.[NH:17]([C:19]1[CH:24]=[CH:23][C:22]([S:25]([NH2:28])(=[O:27])=[O:26])=[CH:21][CH:20]=1)[NH2:18].C(N(CC)CC)C.O, predict the reaction product. The product is: [Cl:14][C:11]1[CH:10]=[CH:9][C:8]([C:7]2[N:17]([C:19]3[CH:20]=[CH:21][C:22]([S:25]([NH2:28])(=[O:27])=[O:26])=[CH:23][CH:24]=3)[N:18]=[C:4]([CH3:5])[N:6]=2)=[CH:13][CH:12]=1. (3) Given the reactants [CH3:1][O:2][C:3]1[CH:12]=[C:11]([O:13][CH3:14])[CH:10]=[C:9]2[C:4]=1[C:5](=[O:37])[NH:6][C:7]([C:15]1[N:20]=[C:19]([C:21]3[CH:31]=[CH:30][C:24]([C:25]([N:27]([CH3:29])[CH3:28])=[O:26])=[CH:23][C:22]=3[CH3:32])[C:18]([O:33][CH2:34][CH2:35]O)=[CH:17][CH:16]=1)=[N:8]2.P(Br)(Br)[Br:39].O, predict the reaction product. The product is: [Br:39][CH2:35][CH2:34][O:33][C:18]1[C:19]([C:21]2[CH:31]=[CH:30][C:24]([C:25]([N:27]([CH3:29])[CH3:28])=[O:26])=[CH:23][C:22]=2[CH3:32])=[N:20][C:15]([C:7]2[NH:6][C:5](=[O:37])[C:4]3[C:9](=[CH:10][C:11]([O:13][CH3:14])=[CH:12][C:3]=3[O:2][CH3:1])[N:8]=2)=[CH:16][CH:17]=1. (4) Given the reactants [CH3:1][O:2][C:3](=[O:13])[CH:4]=[CH:5][C:6]1[CH:11]=[CH:10][C:9]([OH:12])=[CH:8][CH:7]=1.Br[CH2:15][CH2:16][CH2:17][OH:18].C([O-])([O-])=O.[K+].[K+].Cl, predict the reaction product. The product is: [OH:18][CH2:17][CH2:16][CH2:15][O:12][C:9]1[CH:10]=[CH:11][C:6](/[CH:5]=[CH:4]/[C:3]([O:2][CH3:1])=[O:13])=[CH:7][CH:8]=1. (5) Given the reactants [Cl:1][C:2]1[C:3]2[N:4]([N:18]=[CH:19][CH:20]=2)[C:5]([C:11]2[CH:16]=[CH:15][CH:14]=[C:13]([F:17])[CH:12]=2)=[C:6]([CH:8]([NH2:10])[CH3:9])[CH:7]=1.Br[C:22]1[N:30]=[CH:29][N:28]=[C:27]2[C:23]=1[N:24]=[CH:25][N:26]2C1CCCCO1.C(O)C.C(N(CC)C(C)C)(C)C, predict the reaction product. The product is: [Cl:1][C:2]1[C:3]2[N:4]([N:18]=[CH:19][CH:20]=2)[C:5]([C:11]2[CH:16]=[CH:15][CH:14]=[C:13]([F:17])[CH:12]=2)=[C:6]([CH:8]([NH:10][C:22]2[N:30]=[CH:29][N:28]=[C:27]3[C:23]=2[N:24]=[CH:25][NH:26]3)[CH3:9])[CH:7]=1. (6) Given the reactants [Br:1][C:2]1[CH:7]=[CH:6][C:5]([C:8]2([NH:11][C:12](=O)[CH2:13][CH3:14])[CH2:10][CH2:9]2)=[CH:4][CH:3]=1.C([O-])(O)=O.[Na+], predict the reaction product. The product is: [Br:1][C:2]1[CH:3]=[CH:4][C:5]([C:8]2([NH:11][CH2:12][CH2:13][CH3:14])[CH2:9][CH2:10]2)=[CH:6][CH:7]=1.